Dataset: Catalyst prediction with 721,799 reactions and 888 catalyst types from USPTO. Task: Predict which catalyst facilitates the given reaction. (1) Reactant: [F:1][C:2]1[CH:7]=[CH:6][CH:5]=[CH:4][C:3]=1[NH:8][NH2:9].[F:10][C:11]1[CH:16]=[CH:15][CH:14]=[CH:13][C:12]=1[C:17](=O)[CH2:18][C:19](OCC)=[O:20]. Product: [F:1][C:2]1[CH:7]=[CH:6][CH:5]=[CH:4][C:3]=1[N:8]1[C:19](=[O:20])[CH2:18][C:17]([C:12]2[CH:13]=[CH:14][CH:15]=[CH:16][C:11]=2[F:10])=[N:9]1. The catalyst class is: 15. (2) Reactant: [CH3:1][N:2]1[C:6]([C:7](OC)=[O:8])=[CH:5][C:4]([O:11][CH2:12][C:13]2[C:14]([CH3:28])=[N:15][N:16]([C:18]3[CH:23]=[CH:22][C:21]([C:24]([F:27])([F:26])[F:25])=[CH:20][N:19]=3)[CH:17]=2)=[N:3]1.[H-].C([Al+]CC(C)C)C(C)C.Cl. Product: [CH3:1][N:2]1[C:6]([CH2:7][OH:8])=[CH:5][C:4]([O:11][CH2:12][C:13]2[C:14]([CH3:28])=[N:15][N:16]([C:18]3[CH:23]=[CH:22][C:21]([C:24]([F:27])([F:25])[F:26])=[CH:20][N:19]=3)[CH:17]=2)=[N:3]1. The catalyst class is: 188. (3) Product: [C:17](=[O:18])([O:19][C:20]1[CH:21]=[CH:22][C:23]([N+:26]([O-:28])=[O:27])=[CH:24][CH:25]=1)[O:10][CH2:9][CH2:8][CH2:7][CH2:6][CH:5]([O:11][N+:12]([O-:14])=[O:13])[CH2:4][O:3][N+:1]([O-:15])=[O:2]. The catalyst class is: 34. Reactant: [N+:1]([O-:15])([O:3][CH2:4][CH:5]([O:11][N+:12]([O-:14])=[O:13])[CH2:6][CH2:7][CH2:8][CH2:9][OH:10])=[O:2].Cl[C:17]([O:19][C:20]1[CH:25]=[CH:24][C:23]([N+:26]([O-:28])=[O:27])=[CH:22][CH:21]=1)=[O:18].N1C=CC=CC=1. (4) Reactant: [CH2:1]([O:3][C:4]1[CH:5]=[C:6]([CH:11]=[C:12]([C:22]([F:25])([F:24])[F:23])[C:13]=1OS(C(F)(F)F)(=O)=O)[C:7]([O:9][CH3:10])=[O:8])[CH3:2].[F:26][C:27]1[CH:32]=[CH:31][C:30](B(O)O)=[CH:29][CH:28]=1.[F-].[Cs+].COCCOC. Product: [CH2:1]([O:3][C:4]1[CH:5]=[C:6]([C:7]([O:9][CH3:10])=[O:8])[CH:11]=[C:12]([C:22]([F:23])([F:24])[F:25])[C:13]=1[C:30]1[CH:31]=[CH:32][C:27]([F:26])=[CH:28][CH:29]=1)[CH3:2]. The catalyst class is: 84. (5) Reactant: [O:1]=[C:2]1[C:11]2[C:6](=[CH:7][CH:8]=[CH:9][CH:10]=2)[N:5]=[CH:4][N:3]1[NH:12][C:13]([C:15]1[NH:16][C:17]2[C:22]([CH:23]=1)=[CH:21][C:20]([Cl:24])=[CH:19][CH:18]=2)=[O:14].C(O)(=O)C.C([BH3-])#N.[Na+].O. Product: [O:1]=[C:2]1[C:11]2[C:6](=[CH:7][CH:8]=[CH:9][CH:10]=2)[NH:5][CH2:4][N:3]1[NH:12][C:13]([C:15]1[NH:16][C:17]2[C:22]([CH:23]=1)=[CH:21][C:20]([Cl:24])=[CH:19][CH:18]=2)=[O:14]. The catalyst class is: 36. (6) Reactant: Br[C:2]1[CH:3]=[C:4]([N+:9]([O-:11])=[O:10])[CH:5]=[CH:6][C:7]=1[F:8].C([Sn](CCCC)(CCCC)[C:17]([O:19]CC)=[CH2:18])CCC. Product: [F:8][C:7]1[CH:6]=[CH:5][C:4]([N+:9]([O-:11])=[O:10])=[CH:3][C:2]=1[C:17](=[O:19])[CH3:18]. The catalyst class is: 109. (7) Reactant: Cl.[NH2:2][CH2:3][C:4]1[CH:5]=[C:6]2[C:10](=[CH:11][CH:12]=1)[C:9](=[O:13])[N:8]([CH2:14][C:15]([O:17][C:18]([CH3:21])([CH3:20])[CH3:19])=[O:16])[C:7]2=[O:22].[CH3:23][S:24](Cl)(=[O:26])=[O:25]. Product: [CH3:23][S:24]([NH:2][CH2:3][C:4]1[CH:5]=[C:6]2[C:10](=[CH:11][CH:12]=1)[C:9](=[O:13])[N:8]([CH2:14][C:15]([O:17][C:18]([CH3:19])([CH3:21])[CH3:20])=[O:16])[C:7]2=[O:22])(=[O:26])=[O:25]. The catalyst class is: 17. (8) Reactant: [NH2:1][C:2]1[C:3]([NH:9][CH:10]([CH3:14])[CH2:11][C:12]#[N:13])=[CH:4][C:5]([Br:8])=[N:6][CH:7]=1.Cl.[C:16](=N)(OCC)[CH3:17].N. Product: [Br:8][C:5]1[N:6]=[CH:7][C:2]2[N:1]=[C:16]([CH3:17])[N:9]([CH:10]([CH3:14])[CH2:11][C:12]#[N:13])[C:3]=2[CH:4]=1. The catalyst class is: 8.